Predict the reactants needed to synthesize the given product. From a dataset of Full USPTO retrosynthesis dataset with 1.9M reactions from patents (1976-2016). Given the product [CH2:24]([O:31][C:32]1[CH:37]=[CH:36][N:35]([C:2]2[CH:23]=[CH:22][C:5]3[C:6]4[CH:13]5[N:14]([C:15]([O:17][C:18]([CH3:21])([CH3:20])[CH3:19])=[O:16])[CH:10]([CH2:11][CH2:12]5)[CH2:9][C:7]=4[O:8][C:4]=3[CH:3]=2)[C:34](=[O:38])[CH:33]=1)[C:25]1[CH:26]=[CH:27][CH:28]=[CH:29][CH:30]=1, predict the reactants needed to synthesize it. The reactants are: Br[C:2]1[CH:23]=[CH:22][C:5]2[C:6]3[CH:13]4[N:14]([C:15]([O:17][C:18]([CH3:21])([CH3:20])[CH3:19])=[O:16])[CH:10]([CH2:11][CH2:12]4)[CH2:9][C:7]=3[O:8][C:4]=2[CH:3]=1.[CH2:24]([O:31][C:32]1[CH:37]=[CH:36][NH:35][C:34](=[O:38])[CH:33]=1)[C:25]1[CH:30]=[CH:29][CH:28]=[CH:27][CH:26]=1.